From a dataset of Reaction yield outcomes from USPTO patents with 853,638 reactions. Predict the reaction yield, written as a fraction of the theoretical maximum amount of product (1.0 means a 100% yield; for example, 0.34 means a 34% yield). (1) The reactants are [NH2:1][C:2]1[CH:7]=[CH:6][CH:5]=[CH:4][CH:3]=1.C[Al](C)C.CCCCCC.[Cl:18][C:19]1[CH:20]=[C:21]2[C:26](=[CH:27][CH:28]=1)[N:25]([C@H:29]1[CH2:33][CH2:32][O:31][C:30]1=[O:34])[CH2:24][CH2:23][CH2:22]2. The catalyst is C(Cl)Cl. The product is [Cl:18][C:19]1[CH:20]=[C:21]2[C:26](=[CH:27][CH:28]=1)[N:25]([C@@H:29]([CH2:33][CH2:32][OH:31])[C:30]([NH:1][C:2]1[CH:7]=[CH:6][CH:5]=[CH:4][CH:3]=1)=[O:34])[CH2:24][CH2:23][CH2:22]2. The yield is 0.810. (2) The catalyst is C1COCC1.CCOCC. The reactants are [Br:1][C:2]1[C:3]([CH3:10])=[C:4]([CH2:8][OH:9])[CH:5]=[CH:6][CH:7]=1.CC(OI1(OC(C)=O)(OC(C)=O)OC(=O)C2C1=CC=CC=2)=O. The product is [Br:1][C:2]1[C:3]([CH3:10])=[C:4]([CH:5]=[CH:6][CH:7]=1)[CH:8]=[O:9]. The yield is 0.700. (3) The reactants are I.[Br:2][C:3]1[CH:4]=[C:5]2[C:10]([NH:11][CH:12]3[C:16]([CH3:18])([CH3:17])[CH2:15][NH:14][CH2:13]3)=[C:9]([C:19]([NH2:21])=[O:20])[CH:8]=[N:7][N:6]2[CH:22]=1.[C:23]([C:25]1([C:28](O)=[O:29])[CH2:27][CH2:26]1)#[N:24].F[P-](F)(F)(F)(F)F.N1(O[P+](N(C)C)(N(C)C)N(C)C)C2C=CC=CC=2N=N1.CCN(C(C)C)C(C)C. The catalyst is CN(C=O)C. The product is [Br:2][C:3]1[CH:4]=[C:5]2[C:10]([NH:11][CH:12]3[C:16]([CH3:17])([CH3:18])[CH2:15][N:14]([C:28]([C:25]4([C:23]#[N:24])[CH2:27][CH2:26]4)=[O:29])[CH2:13]3)=[C:9]([C:19]([NH2:21])=[O:20])[CH:8]=[N:7][N:6]2[CH:22]=1. The yield is 0.780. (4) The reactants are Br[CH:2]1[CH2:9][CH2:8][CH2:7][CH2:6][CH2:5][CH:4]=[CH:3]1.C([Mg]Cl)(C)C.[CH:15](=[O:17])[CH3:16].Cl. The catalyst is C(OCC)C.CC(C)[O-].[Ti+4].CC(C)[O-].CC(C)[O-].CC(C)[O-]. The product is [CH:2]1([CH:15]([OH:17])[CH3:16])[CH2:9][CH2:8][CH2:7][CH2:6][CH2:5][CH:4]=[CH:3]1. The yield is 0.260. (5) The reactants are [SH:1][C:2]1[N:7]=[CH:6][C:5]([C:8]([OH:10])=[O:9])=[CH:4][CH:3]=1.Br[CH2:12][CH:13]1[CH2:15][CH2:14]1. No catalyst specified. The product is [CH:13]1([CH2:12][S:1][C:2]2[N:7]=[CH:6][C:5]([C:8]([OH:10])=[O:9])=[CH:4][CH:3]=2)[CH2:15][CH2:14]1. The yield is 0.610. (6) The reactants are [CH:1]([CH:4]1[N:9]([C:10]2[N:15]=[C:14]([C:16]([F:19])([F:18])[F:17])[C:13]([C:20](OCC)=[O:21])=[CH:12][N:11]=2)[CH2:8][CH2:7][N:6]2[C:25]3[CH:31]=[C:30]([S:32]([CH3:35])(=[O:34])=[O:33])[CH:29]=[CH:28][C:26]=3[N:27]=[C:5]12)([CH3:3])[CH3:2].CC(C[AlH]CC(C)C)C.[NH4+].[Cl-]. The catalyst is C1(C)C=CC=CC=1. The product is [CH:1]([CH:4]1[N:9]([C:10]2[N:15]=[C:14]([C:16]([F:18])([F:19])[F:17])[C:13]([CH2:20][OH:21])=[CH:12][N:11]=2)[CH2:8][CH2:7][N:6]2[C:25]3[CH:31]=[C:30]([S:32]([CH3:35])(=[O:33])=[O:34])[CH:29]=[CH:28][C:26]=3[N:27]=[C:5]12)([CH3:3])[CH3:2]. The yield is 0.630.